Dataset: Reaction yield outcomes from USPTO patents with 853,638 reactions. Task: Predict the reaction yield, written as a fraction of the theoretical maximum amount of product (1.0 means a 100% yield; for example, 0.34 means a 34% yield). (1) The reactants are CO[C:3]([C:5]1[CH:10]=[CH:9][N:8]=[C:7]([NH2:11])[CH:6]=1)=[O:4].[CH3:12][Li]. The catalyst is C1COCC1. The product is [NH2:11][C:7]1[CH:6]=[C:5]([C:3](=[O:4])[CH3:12])[CH:10]=[CH:9][N:8]=1. The yield is 0.200. (2) The reactants are N#N.Br[C:4]1[CH:9]=[CH:8][CH:7]=[C:6]([F:10])[C:5]=1[N:11]1[CH2:16][CH2:15][CH2:14][CH2:13][CH2:12]1.[Li]C(C)(C)C.CCCCC.CON(C)[C:30]([C@@H:32]1[CH2:37][CH2:36][CH2:35][N:34]([C:38]([O:40][C:41]([CH3:44])([CH3:43])[CH3:42])=[O:39])[CH2:33]1)=[O:31]. The catalyst is CCOCC. The product is [F:10][C:6]1[C:5]([N:11]2[CH2:16][CH2:15][CH2:14][CH2:13][CH2:12]2)=[C:4]([CH:9]=[CH:8][CH:7]=1)[C:30]([C@@H:32]1[CH2:37][CH2:36][CH2:35][N:34]([C:38]([O:40][C:41]([CH3:44])([CH3:43])[CH3:42])=[O:39])[CH2:33]1)=[O:31]. The yield is 0.440. (3) The catalyst is ClCCCl. The product is [C:1](=[N:14][CH:16]1[CH2:20][CH2:19][N:18]([CH3:21])[C:17]1=[O:22])([C:8]1[CH:9]=[CH:10][CH:11]=[CH:12][CH:13]=1)[C:2]1[CH:7]=[CH:6][CH:5]=[CH:4][CH:3]=1. The yield is 0.886. The reactants are [C:1](=[NH:14])([C:8]1[CH:13]=[CH:12][CH:11]=[CH:10][CH:9]=1)[C:2]1[CH:7]=[CH:6][CH:5]=[CH:4][CH:3]=1.N[CH:16]1[CH2:20][CH2:19][N:18]([CH3:21])[C:17]1=[O:22]. (4) The reactants are [NH2:1][C:2]1[N:7]=[CH:6][C:5]([C:8]2[N:13]=[C:12](Cl)[N:11]=[C:10]([N:15]3[CH2:20][C@@H:19]4[CH2:21][C@H:16]3[CH2:17][N:18]4[C:22]([O:24][C:25]([CH3:28])([CH3:27])[CH3:26])=[O:23])[CH:9]=2)=[CH:4][C:3]=1[C:29]([F:32])([F:31])[F:30].Cl.[CH:34]12[CH2:39][CH:37]([CH2:38]1)[CH2:36][NH:35]2.C(=O)([O-])[O-].[K+].[K+].O. The catalyst is CS(C)=O. The product is [NH2:1][C:2]1[N:7]=[CH:6][C:5]([C:8]2[N:13]=[C:12]([N:35]3[CH2:36][CH:37]4[CH2:39][CH:34]3[CH2:38]4)[N:11]=[C:10]([N:15]3[CH2:20][C@@H:19]4[CH2:21][C@H:16]3[CH2:17][N:18]4[C:22]([O:24][C:25]([CH3:28])([CH3:27])[CH3:26])=[O:23])[CH:9]=2)=[CH:4][C:3]=1[C:29]([F:32])([F:31])[F:30]. The yield is 0.537. (5) The reactants are [CH2:1]([O:3][C:4](=[O:21])[CH:5](OS(C)(=O)=O)[C:6]1[CH:11]=[CH:10][C:9]([C:12]([F:15])([F:14])[F:13])=[CH:8][CH:7]=1)[CH3:2].[NH2:22][C:23]1[CH:28]=[CH:27][CH:26]=[CH:25][CH:24]=1.CCN(C(C)C)C(C)C. The catalyst is C(#N)C. The product is [CH2:1]([O:3][C:4](=[O:21])[CH:5]([NH:22][C:23]1[CH:28]=[CH:27][CH:26]=[CH:25][CH:24]=1)[C:6]1[CH:11]=[CH:10][C:9]([C:12]([F:15])([F:14])[F:13])=[CH:8][CH:7]=1)[CH3:2]. The yield is 0.600. (6) The reactants are [CH:1]1([N:4]2[C:8]3[C:9]([O:22][C@@H:23]([C@H:25]4[CH2:29][NH:28][C:27](=[O:30])[CH2:26]4)[CH3:24])=[CH:10][C:11](B4OC(C)(C)C(C)(C)O4)=[CH:12][C:7]=3[N:6]=[CH:5]2)[CH2:3][CH2:2]1.Br[C:32]1[CH:37]=[CH:36][N:35]=[CH:34][N:33]=1.C(=O)([O-])[O-].[Na+].[Na+].O1CCOCC1. The catalyst is C1C=CC([P]([Pd]([P](C2C=CC=CC=2)(C2C=CC=CC=2)C2C=CC=CC=2)([P](C2C=CC=CC=2)(C2C=CC=CC=2)C2C=CC=CC=2)[P](C2C=CC=CC=2)(C2C=CC=CC=2)C2C=CC=CC=2)(C2C=CC=CC=2)C2C=CC=CC=2)=CC=1.O. The product is [CH:1]1([N:4]2[C:8]3[C:9]([O:22][C@@H:23]([C@H:25]4[CH2:29][NH:28][C:27](=[O:30])[CH2:26]4)[CH3:24])=[CH:10][C:11]([C:32]4[CH:37]=[CH:36][N:35]=[CH:34][N:33]=4)=[CH:12][C:7]=3[N:6]=[CH:5]2)[CH2:3][CH2:2]1. The yield is 0.509. (7) The reactants are O[C@@H:2]1[CH2:7][N:6](C(=O)C(F)(F)F)[C@H:5]([C:14]([O:16][C:17]([CH3:20])([CH3:19])[CH3:18])=[O:15])[CH2:4][CH2:3]1.N1C(C)=CC=CC=1C.FC(F)(F)S(OS(C(F)(F)F)(=O)=O)(=O)=O.[CH2:44]([O:51][NH2:52])[C:45]1[CH:50]=[CH:49][CH:48]=[CH:47][CH:46]=1. The catalyst is C(#N)C.C(O)(=O)C. The product is [CH2:44]([O:51][NH:52][C@H:2]1[CH2:7][NH:6][C@H:5]([C:14]([O:16][C:17]([CH3:18])([CH3:19])[CH3:20])=[O:15])[CH2:4][CH2:3]1)[C:45]1[CH:50]=[CH:49][CH:48]=[CH:47][CH:46]=1. The yield is 0.740.